This data is from Full USPTO retrosynthesis dataset with 1.9M reactions from patents (1976-2016). The task is: Predict the reactants needed to synthesize the given product. Given the product [C:1]([OH:4])(=[O:3])[CH3:2].[NH2:21][C:14]1[C:15]2[C:20](=[CH:19][CH:18]=[CH:17][CH:16]=2)[C:12]([C:8]2[CH:7]=[C:6]([C:33]3[C:30]([C:31]#[N:32])=[CH:29][CH:28]=[C:27]([O:26][CH3:25])[CH:34]=3)[CH:11]=[CH:10][CH:9]=2)([CH:22]2[CH2:23][CH2:24]2)[N:13]=1, predict the reactants needed to synthesize it. The reactants are: [C:1]([OH:4])(=[O:3])[CH3:2].Br[C:6]1[CH:7]=[C:8]([C:12]2([CH:22]3[CH2:24][CH2:23]3)[C:20]3[C:15](=[CH:16][CH:17]=[CH:18][CH:19]=3)[C:14]([NH2:21])=[N:13]2)[CH:9]=[CH:10][CH:11]=1.[CH3:25][O:26][C:27]1[CH:34]=[CH:33][C:30]([C:31]#[N:32])=[C:29](B2OC(C)(C)C(C)(C)O2)[CH:28]=1.